From a dataset of Reaction yield outcomes from USPTO patents with 853,638 reactions. Predict the reaction yield, written as a fraction of the theoretical maximum amount of product (1.0 means a 100% yield; for example, 0.34 means a 34% yield). (1) The reactants are [CH2:1]([N:8]1[CH2:24][CH2:23][C:12]2=[C:13]([CH2:20][CH2:21][OH:22])[C:14]3[CH:15]=[CH:16][CH:17]=[CH:18][C:19]=3[N:11]2[CH2:10][CH2:9]1)[C:2]1[CH:7]=[CH:6][CH:5]=[CH:4][CH:3]=1.[C:25]1(O)[CH:30]=[CH:29][CH:28]=[CH:27][CH:26]=1.C1(P(C2C=CC=CC=2)C2C=CC=CC=2)C=CC=CC=1.CCOC(/N=N/C(OCC)=O)=O. The catalyst is C1COCC1. The product is [CH2:1]([N:8]1[CH2:24][CH2:23][C:12]2=[C:13]([CH2:20][CH2:21][O:22][C:25]3[CH:30]=[CH:29][CH:28]=[CH:27][CH:26]=3)[C:14]3[CH:15]=[CH:16][CH:17]=[CH:18][C:19]=3[N:11]2[CH2:10][CH2:9]1)[C:2]1[CH:7]=[CH:6][CH:5]=[CH:4][CH:3]=1. The yield is 0.760. (2) The product is [Cl:1][C:2]1[C:7]([OH:8])=[CH:6][C:5]([NH:10][C:11](=[O:21])[C:12]2[CH:17]=[CH:16][C:15]([OH:18])=[C:14]([F:20])[CH:13]=2)=[C:4]([OH:22])[CH:3]=1. The yield is 0.910. The reactants are [Cl:1][C:2]1[C:7]([O:8]C)=[CH:6][C:5]([NH:10][C:11](=[O:21])[C:12]2[CH:17]=[CH:16][C:15]([O:18]C)=[C:14]([F:20])[CH:13]=2)=[C:4]([O:22]C)[CH:3]=1. The catalyst is C(Cl)Cl. (3) The reactants are [CH3:1][O:2][C:3]1[N:8]=[C:7]([CH2:9]O)[CH:6]=[CH:5][CH:4]=1.O=S(Cl)[Cl:13]. The catalyst is C(Cl)Cl. The product is [Cl:13][CH2:9][C:7]1[CH:6]=[CH:5][CH:4]=[C:3]([O:2][CH3:1])[N:8]=1. The yield is 0.240. (4) The reactants are [CH2:1]([O:3][C:4]([C:6]1[C:7]2[C:22](=[O:23])[CH2:21][CH2:20][CH2:19][CH2:18][C:8]=2[N:9]([C:11]([O:13][C:14]([CH3:17])([CH3:16])[CH3:15])=[O:12])[CH:10]=1)=[O:5])[CH3:2].[Na+].[I-].C(N(CC)CC)C.[CH3:33][Si:34](Cl)([CH3:36])[CH3:35]. The catalyst is CC#N. The product is [CH2:1]([O:3][C:4]([C:6]1[C:7]2[C:22]([O:23][Si:34]([CH3:36])([CH3:35])[CH3:33])=[CH:21][CH2:20][CH2:19][CH2:18][C:8]=2[N:9]([C:11]([O:13][C:14]([CH3:17])([CH3:15])[CH3:16])=[O:12])[CH:10]=1)=[O:5])[CH3:2]. The yield is 1.00.